This data is from Forward reaction prediction with 1.9M reactions from USPTO patents (1976-2016). The task is: Predict the product of the given reaction. (1) The product is: [Cl:1][CH2:2][CH:3]1[C:11]2[C:10]3[CH:12]=[CH:13][C:14]([S:16]([NH:19][CH2:20][CH2:21][OH:22])(=[O:17])=[O:18])=[CH:15][C:9]=3[C:8]([N+:23]([O-:25])=[O:24])=[CH:7][C:6]=2[N:5]([C:34](=[O:35])/[CH:33]=[CH:32]/[C:31]2[CH:37]=[CH:38][C:28]([O:27][CH3:26])=[CH:29][CH:30]=2)[CH2:4]1. Given the reactants [Cl:1][CH2:2][CH:3]1[C:11]2[C:10]3[CH:12]=[CH:13][C:14]([S:16]([NH:19][CH2:20][CH2:21][OH:22])(=[O:18])=[O:17])=[CH:15][C:9]=3[C:8]([N+:23]([O-:25])=[O:24])=[CH:7][C:6]=2[NH:5][CH2:4]1.[CH3:26][O:27][C:28]1[CH:38]=[CH:37][C:31](/[CH:32]=[CH:33]/[C:34](O)=[O:35])=[CH:30][CH:29]=1.CCN=C=NCCCN(C)C.CC1C=CC(S(O)(=O)=O)=CC=1, predict the reaction product. (2) Given the reactants [C:1]([O:5][C:6]([N:8]1[CH2:12][CH2:11][CH2:10][C@H:9]1[C:13]([OH:15])=[O:14])=[O:7])([CH3:4])([CH3:3])[CH3:2].N12CCCN=C1CCCCC2.Br[CH2:28][C:29]([C:31]1[CH:36]=[CH:35][CH:34]=[CH:33][CH:32]=1)=[O:30], predict the reaction product. The product is: [O:30]=[C:29]([C:31]1[CH:36]=[CH:35][CH:34]=[CH:33][CH:32]=1)[CH2:28][O:14][C:13]([C@@H:9]1[CH2:10][CH2:11][CH2:12][N:8]1[C:6]([O:5][C:1]([CH3:4])([CH3:2])[CH3:3])=[O:7])=[O:15].